Dataset: CYP2C19 inhibition data for predicting drug metabolism from PubChem BioAssay. Task: Regression/Classification. Given a drug SMILES string, predict its absorption, distribution, metabolism, or excretion properties. Task type varies by dataset: regression for continuous measurements (e.g., permeability, clearance, half-life) or binary classification for categorical outcomes (e.g., BBB penetration, CYP inhibition). Dataset: cyp2c19_veith. (1) The compound is CCOC(=O)C1(N(CC)CC)Sc2cc(C)ccc2NC1=O. The result is 1 (inhibitor). (2) The compound is C[C@H](CO)NC(=O)[C@H](C)[C@H]1C[C@]1(C)[C@H](NC(=O)OCc1ccccc1)c1ccccc1. The result is 1 (inhibitor). (3) The molecule is COc1ccc2[nH]cc(CCNc3ncncc3-c3cccc(C#N)c3)c2c1. The result is 1 (inhibitor). (4) The compound is CCN(CC)C(=O)Cn1cc(/C=C(\C#N)C(=O)N2CCN(c3ccccc3)CC2)c2ccccc21. The result is 1 (inhibitor). (5) The drug is CN(C)c1ccc(-c2cncnc2NCc2cccs2)cc1. The result is 1 (inhibitor). (6) The molecule is CCNc1ncc2nc(CCc3ccccc3)c(=O)n(Cc3cccc(OC)c3)c2n1. The result is 1 (inhibitor). (7) The compound is COCCn1c(=O)c(-c2ccc(F)cc2)nc2cnc(Oc3cccc(Cl)c3)nc21. The result is 0 (non-inhibitor). (8) The compound is CCOc1cc(CC(=O)N[C@@H](CC(C)C)c2ccccc2N2CCCCC2)ccc1C(=O)O. The result is 0 (non-inhibitor). (9) The compound is COc1ccc(C(=O)N2CCCCC2)cc1S(=O)(=O)Nc1ccccc1. The result is 0 (non-inhibitor). (10) The drug is COC(=O)[C@@]1(Cc2ccc(F)cc2)[C@H]2c3cc(C(=O)N(C)C)n(Cc4ccc(C)c(F)c4F)c3C[C@H]2CN1C(=O)c1ccccc1. The result is 1 (inhibitor).